Dataset: NCI-60 drug combinations with 297,098 pairs across 59 cell lines. Task: Regression. Given two drug SMILES strings and cell line genomic features, predict the synergy score measuring deviation from expected non-interaction effect. Drug 1: C1CC(=O)NC(=O)C1N2CC3=C(C2=O)C=CC=C3N. Drug 2: CCC1=C2CN3C(=CC4=C(C3=O)COC(=O)C4(CC)O)C2=NC5=C1C=C(C=C5)O. Cell line: OVCAR-8. Synergy scores: CSS=29.0, Synergy_ZIP=0.0890, Synergy_Bliss=-1.83, Synergy_Loewe=-11.1, Synergy_HSA=-0.428.